From a dataset of Reaction yield outcomes from USPTO patents with 853,638 reactions. Predict the reaction yield, written as a fraction of the theoretical maximum amount of product (1.0 means a 100% yield; for example, 0.34 means a 34% yield). (1) The reactants are Cl.[NH2:2][C:3]1[C:4]2[C:14]([O:15][CH2:16][C:17]([NH2:20])([CH3:19])[CH3:18])=[CH:13][CH:12]=[CH:11][C:5]=2[NH:6][S:7](=[O:10])(=[O:9])[N:8]=1.[CH3:21][C:22]1[N:26]([C:27]2[CH:28]=[C:29]([CH:33]=[CH:34][N:35]=2)[C:30](O)=[O:31])[C:25]2[CH:36]=[CH:37][CH:38]=[CH:39][C:24]=2[N:23]=1. No catalyst specified. The product is [NH2:2][C:3]1[C:4]2[C:14]([O:15][CH2:16][C:17]([NH:20][C:30](=[O:31])[C:29]3[CH:33]=[CH:34][N:35]=[C:27]([N:26]4[C:25]5[CH:36]=[CH:37][CH:38]=[CH:39][C:24]=5[N:23]=[C:22]4[CH3:21])[CH:28]=3)([CH3:18])[CH3:19])=[CH:13][CH:12]=[CH:11][C:5]=2[NH:6][S:7](=[O:10])(=[O:9])[N:8]=1. The yield is 0.220. (2) The reactants are Cl.[Cl:2][C:3]1[C:4]([C:51]([F:54])([F:53])[F:52])=[CH:5][C:6]2[N:10]=[C:9]([CH2:11][CH:12]3[CH2:15][CH:14]([CH2:16][N:17]([CH2:21][C@@H:22]4[C@H:26]5[O:27]C(C)(C)[O:29][C@H:25]5[C@H:24]([N:32]5[C:36]6[N:37]=[CH:38][N:39]=[C:40]([NH2:41])[C:35]=6[CH:34]=[CH:33]5)[CH2:23]4)[CH:18]([CH3:20])[CH3:19])[CH2:13]3)[N:8](COCC[Si](C)(C)C)[C:7]=2[CH:50]=1. The catalyst is CO. The product is [NH2:41][C:40]1[C:35]2[CH:34]=[CH:33][N:32]([C@@H:24]3[CH2:23][C@H:22]([CH2:21][N:17]([CH2:16][CH:14]4[CH2:15][CH:12]([CH2:11][C:9]5[NH:8][C:7]6[CH:50]=[C:3]([Cl:2])[C:4]([C:51]([F:53])([F:52])[F:54])=[CH:5][C:6]=6[N:10]=5)[CH2:13]4)[CH:18]([CH3:20])[CH3:19])[C@@H:26]([OH:27])[C@H:25]3[OH:29])[C:36]=2[N:37]=[CH:38][N:39]=1. The yield is 0.270. (3) The reactants are [CH3:1][N:2]1[CH2:6][CH2:5][CH2:4][CH:3]1[C:7]1[CH:14]=[CH:13][C:10]([CH:11]=O)=[CH:9][CH:8]=1.[NH2:15][C:16]1[CH:24]=[CH:23][CH:22]=[C:21]2[C:17]=1[CH2:18][O:19][C:20]2=[O:25].[O-]S([O-])(=O)=O.[Mg+2]. The catalyst is CC#N. The product is [CH3:1][N:2]1[CH2:6][CH2:5][CH2:4][CH:3]1[C:7]1[CH:14]=[CH:13][C:10](/[CH:11]=[N:15]/[C:16]2[CH:24]=[CH:23][CH:22]=[C:21]3[C:17]=2[CH2:18][O:19][C:20]3=[O:25])=[CH:9][CH:8]=1. The yield is 0.410. (4) The reactants are CC1C=CC(S(O[C:12]2[CH:21]=[CH:20][C:19]3[C:18](=[O:22])[CH2:17][CH2:16][CH2:15][C:14]=3[CH:13]=2)(=O)=O)=CC=1.[NH:23]1[C:32]2[C:27](=[CH:28][CH:29]=[CH:30][CH:31]=2)[CH2:26][CH2:25][CH2:24]1.C1C=CC(P(C2C(C3C(P(C4C=CC=CC=4)C4C=CC=CC=4)=CC=C4C=3C=CC=C4)=C3C(C=CC=C3)=CC=2)C2C=CC=CC=2)=CC=1.C([O-])([O-])=O.[Cs+].[Cs+]. The catalyst is C1COCC1.CC([O-])=O.CC([O-])=O.[Pd+2]. The product is [N:23]1([C:12]2[CH:13]=[C:14]3[C:19](=[CH:20][CH:21]=2)[C:18](=[O:22])[CH2:17][CH2:16][CH2:15]3)[C:32]2[C:27](=[CH:28][CH:29]=[CH:30][CH:31]=2)[CH2:26][CH2:25][CH2:24]1. The yield is 0.760.